This data is from Full USPTO retrosynthesis dataset with 1.9M reactions from patents (1976-2016). The task is: Predict the reactants needed to synthesize the given product. Given the product [C:32]([NH:1][CH2:2][C@H:3]1[C@H:9]([C:10]2[CH:15]=[CH:14][C:13]([Cl:16])=[C:12]([Cl:17])[CH:11]=2)[O:8][CH2:7][CH2:6][N:5]([C:18]([O:20][C:21]([CH3:24])([CH3:23])[CH3:22])=[O:19])[CH2:4]1)(=[O:34])[CH3:33], predict the reactants needed to synthesize it. The reactants are: [NH2:1][CH2:2][C@H:3]1[C@H:9]([C:10]2[CH:15]=[CH:14][C:13]([Cl:16])=[C:12]([Cl:17])[CH:11]=2)[O:8][CH2:7][CH2:6][N:5]([C:18]([O:20][C:21]([CH3:24])([CH3:23])[CH3:22])=[O:19])[CH2:4]1.C(N(CC)CC)C.[C:32](Cl)(=[O:34])[CH3:33].